This data is from Forward reaction prediction with 1.9M reactions from USPTO patents (1976-2016). The task is: Predict the product of the given reaction. (1) Given the reactants Cl[C:2]1[N:7]=[C:6]([C:8]2[C:9]([C:17]3[CH:18]=[C:19]([NH:23][C:24](=[O:29])[C:25]([F:28])([F:27])[F:26])[CH:20]=[CH:21][CH:22]=3)=[N:10][N:11]3[CH:16]=[CH:15][CH:14]=[CH:13][C:12]=23)[CH:5]=[CH:4][N:3]=1.[CH3:30][O:31][C:32]1[CH:38]=[CH:37][C:35]([NH2:36])=[CH:34][C:33]=1[N:39]1[CH2:44][CH2:43][N:42]([CH2:45][CH2:46][S:47]([CH3:50])(=[O:49])=[O:48])[CH2:41][CH2:40]1, predict the reaction product. The product is: [F:26][C:25]([F:28])([F:27])[C:24]([NH:23][C:19]1[CH:20]=[CH:21][CH:22]=[C:17]([C:9]2[C:8]([C:6]3[CH:5]=[CH:4][N:3]=[C:2]([NH:36][C:35]4[CH:37]=[CH:38][C:32]([O:31][CH3:30])=[C:33]([N:39]5[CH2:44][CH2:43][N:42]([CH2:45][CH2:46][S:47]([CH3:50])(=[O:49])=[O:48])[CH2:41][CH2:40]5)[CH:34]=4)[N:7]=3)=[C:12]3[CH:13]=[CH:14][CH:15]=[CH:16][N:11]3[N:10]=2)[CH:18]=1)=[O:29]. (2) The product is: [ClH:1].[ClH:26].[Cl:1][C:2]1[CH:3]=[C:4]([CH:9]([N:11]2[CH2:16][CH2:15][O:14][C@@H:13]([CH2:17][NH2:18])[CH2:12]2)[CH3:10])[CH:5]=[CH:6][C:7]=1[Cl:8]. Given the reactants [Cl:1][C:2]1[CH:3]=[C:4]([CH:9]([N:11]2[CH2:16][CH2:15][O:14][C@@H:13]([CH2:17][NH:18]C(=O)OC(C)(C)C)[CH2:12]2)[CH3:10])[CH:5]=[CH:6][C:7]=1[Cl:8].[ClH:26].CO, predict the reaction product. (3) Given the reactants [CH3:1][O:2][C:3](=[O:21])[C:4]1[CH:9]=[CH:8][CH:7]=[CH:6][C:5]=1[CH2:10][C:11]1[CH:16]=[C:15]([Cl:17])[CH:14]=[CH:13][C:12]=1[N+:18]([O-])=O, predict the reaction product. The product is: [CH3:1][O:2][C:3](=[O:21])[C:4]1[CH:9]=[CH:8][CH:7]=[CH:6][C:5]=1[CH2:10][C:11]1[CH:16]=[C:15]([Cl:17])[CH:14]=[CH:13][C:12]=1[NH2:18]. (4) Given the reactants [F:1][C:2]1[CH:7]=[C:6]([NH:8][CH2:9][C:10]2[CH:15]=[CH:14][C:13]([CH2:16][N:17]3[C:26]4[C:21](=[CH:22][CH:23]=[CH:24][CH:25]=4)[CH2:20][CH2:19][CH:18]3[CH3:27])=[C:12]([O:28][S:29]([CH3:32])(=[O:31])=[O:30])[CH:11]=2)[CH:5]=[CH:4][C:3]=1[CH2:33][CH2:34][C:35]([O:37]CC)=[O:36].[OH-].[Na+].C(=O)([O-])O.[Na+], predict the reaction product. The product is: [F:1][C:2]1[CH:7]=[C:6]([NH:8][CH2:9][C:10]2[CH:15]=[CH:14][C:13]([CH2:16][N:17]3[C:26]4[C:21](=[CH:22][CH:23]=[CH:24][CH:25]=4)[CH2:20][CH2:19][CH:18]3[CH3:27])=[C:12]([O:28][S:29]([CH3:32])(=[O:30])=[O:31])[CH:11]=2)[CH:5]=[CH:4][C:3]=1[CH2:33][CH2:34][C:35]([OH:37])=[O:36].